From a dataset of Reaction yield outcomes from USPTO patents with 853,638 reactions. Predict the reaction yield, written as a fraction of the theoretical maximum amount of product (1.0 means a 100% yield; for example, 0.34 means a 34% yield). The reactants are [Cl:1][C:2]1[CH:6]=[N:5][N:4]([CH3:7])[C:3]=1[C:8]1[CH:9]=[C:10]([NH2:16])[CH:11]=[CH:12][C:13]=1[O:14][CH3:15].[F:17][C:18]([F:30])([F:29])[O:19][C:20]1[CH:25]=[CH:24][CH:23]=[CH:22][C:21]=1[N:26]=[C:27]=[O:28]. No catalyst specified. The product is [Cl:1][C:2]1[CH:6]=[N:5][N:4]([CH3:7])[C:3]=1[C:8]1[CH:9]=[C:10]([NH:16][C:27]([NH:26][C:21]2[CH:22]=[CH:23][CH:24]=[CH:25][C:20]=2[O:19][C:18]([F:17])([F:29])[F:30])=[O:28])[CH:11]=[CH:12][C:13]=1[O:14][CH3:15]. The yield is 0.0300.